This data is from Reaction yield outcomes from USPTO patents with 853,638 reactions. The task is: Predict the reaction yield, written as a fraction of the theoretical maximum amount of product (1.0 means a 100% yield; for example, 0.34 means a 34% yield). (1) The reactants are [C:1]([O:5][C:6](=[O:27])[NH:7][C@H:8]([C:12]1[CH:13]=[N:14][CH:15]=[C:16]([C:18]2[N:22]([CH:23]([F:25])[F:24])[N:21]=[CH:20][C:19]=2[NH2:26])[CH:17]=1)[CH2:9][CH:10]=[CH2:11])([CH3:4])([CH3:3])[CH3:2].[CH3:28][C@H:29]([CH:33]=[CH2:34])[C:30](O)=[O:31].N1C=CC=CC=1.C(P1(=O)OP(CCC)(=O)OP(CCC)(=O)O1)CC. The catalyst is CCOC(C)=O. The product is [C:1]([O:5][C:6](=[O:27])[NH:7][C@H:8]([C:12]1[CH:13]=[N:14][CH:15]=[C:16]([C:18]2[N:22]([CH:23]([F:25])[F:24])[N:21]=[CH:20][C:19]=2[NH:26][C:30](=[O:31])[C@H:29]([CH3:28])[CH:33]=[CH2:34])[CH:17]=1)[CH2:9][CH:10]=[CH2:11])([CH3:2])([CH3:3])[CH3:4]. The yield is 0.441. (2) The reactants are [CH2:1]([N:3]1[CH:7]=[C:6]([C:8]2[S:16][C:15]3[C:10](=[N:11][CH:12]=[CH:13][C:14]=3[O:17][C:18]3[CH:23]=[CH:22][C:21]([NH:24][C:25](=[O:36])[CH2:26][C:27]([NH:29][C:30]4[CH:35]=[CH:34][CH:33]=[CH:32][CH:31]=4)=[O:28])=[CH:20][C:19]=3[F:37])[CH:9]=2)[N:5]=[CH:4]1)[CH3:2].O=[C:39](NC1C=CC=CC=1)[CH2:40]C(O)=O. No catalyst specified. The product is [CH2:1]([N:3]1[CH:7]=[C:6]([C:8]2[S:16][C:15]3[C:10](=[N:11][CH:12]=[CH:13][C:14]=3[O:17][C:18]3[CH:23]=[CH:22][C:21]([NH:24][C:25]([CH:26]4[CH2:40][CH2:39][N:29]([C:30]5[CH:35]=[CH:34][CH:33]=[CH:32][CH:31]=5)[C:27]4=[O:28])=[O:36])=[CH:20][C:19]=3[F:37])[CH:9]=2)[N:5]=[CH:4]1)[CH3:2]. The yield is 0.400. (3) The reactants are C1CO[C:8]2[CH:7]=[CH:6][C:5]([NH:11][C:12]3[C:17]([F:18])=[CH:16][N:15]=[C:14]([NH:19][C:20]4[CH:25]=[CH:24][CH:23]=[C:22](O)C=4)[N:13]=3)=[CH:4][C:3]=2[O:2]1.ClC1N=C(NC2C=CC=[C:37]([OH:41])[CH:36]=2)C(F)=CN=1.CC1OC(C)=CC=1CN. No catalyst specified. The product is [CH3:36][C:37]1[O:41][C:23]([CH3:22])=[CH:24][C:25]=1[CH2:20][NH:19][C:14]1[N:13]=[C:12]([NH:11][C:5]2[CH:6]=[CH:7][CH:8]=[C:3]([OH:2])[CH:4]=2)[C:17]([F:18])=[CH:16][N:15]=1. The yield is 0.590. (4) The reactants are [F:1][C:2]1[C:7]([F:8])=[CH:6][C:5]([C:9]2[CH:14]=[CH:13][C:12]([OH:15])=[CH:11][CH:10]=2)=[C:4]([O:16][CH3:17])[CH:3]=1.O[CH2:19][C:20]1[CH:21]=[N:22][CH:23]=[C:24]([CH:29]=1)[C:25]([O:27][CH3:28])=[O:26].C1(P(C2C=CC=CC=2)C2C=CC=CC=2)C=CC=CC=1.N(C(OC(C)C)=O)=NC(OC(C)C)=O. The catalyst is C1COCC1.C(OCC)(=O)C. The product is [CH3:28][O:27][C:25](=[O:26])[C:24]1[CH:29]=[C:20]([CH2:19][O:15][C:12]2[CH:11]=[CH:10][C:9]([C:5]3[CH:6]=[C:7]([F:8])[C:2]([F:1])=[CH:3][C:4]=3[O:16][CH3:17])=[CH:14][CH:13]=2)[CH:21]=[N:22][CH:23]=1. The yield is 0.506.